Dataset: Catalyst prediction with 721,799 reactions and 888 catalyst types from USPTO. Task: Predict which catalyst facilitates the given reaction. (1) Reactant: Cl[C:2]1[C:11]2[C:6](=[CH:7][CH:8]=[C:9]([CH3:12])[CH:10]=2)[N:5]([CH2:13][C:14]2[CH:19]=[CH:18][C:17]([F:20])=[CH:16][CH:15]=2)[C:4](=[O:21])[C:3]=1[C:22]#[N:23].[NH:24]1[CH2:29][CH2:28][NH:27][CH2:26][CH2:25]1. Product: [F:20][C:17]1[CH:18]=[CH:19][C:14]([CH2:13][N:5]2[C:6]3[C:11](=[CH:10][C:9]([CH3:12])=[CH:8][CH:7]=3)[C:2]([N:24]3[CH2:29][CH2:28][NH:27][CH2:26][CH2:25]3)=[C:3]([C:22]#[N:23])[C:4]2=[O:21])=[CH:15][CH:16]=1. The catalyst class is: 4. (2) Reactant: [N+:1]([C:4]1[C:5]([OH:14])=[C:6]([O:12][CH3:13])[CH:7]=[C:8]([CH:11]=1)[CH:9]=[O:10])([O-:3])=[O:2].[C:15]([O:19][CH2:20][CH3:21])(=[O:18])[CH2:16]O.C1(P(C2C=CC=CC=2)C2C=CC=CC=2)C=CC=CC=1.N(C(OCC)=O)=NC(OCC)=O. Product: [CH2:20]([O:19][C:15](=[O:18])[CH2:16][O:14][C:5]1[C:4]([N+:1]([O-:3])=[O:2])=[CH:11][C:8]([CH:9]=[O:10])=[CH:7][C:6]=1[O:12][CH3:13])[CH3:21]. The catalyst class is: 7. (3) Reactant: [S:1]1[C:5]([C:6]2[O:7][C:8]3[C:9](=[C:11]([C:15]([OH:17])=O)[CH:12]=[CH:13][CH:14]=3)[N:10]=2)=[CH:4][C:3]2[CH2:18][CH2:19][CH2:20][C:2]1=2.Cl.Cl.[NH2:23][CH:24]1[CH2:31][CH:30]2[N:32]([CH3:33])[CH:26]([CH2:27][CH2:28][CH2:29]2)[CH2:25]1.Cl.C(N=C=NCCCN(C)C)C.ON1C2C=CC=CC=2N=N1.C(N(CC)CC)C. Product: [CH3:33][N:32]1[CH:26]2[CH2:27][CH2:28][CH2:29][CH:30]1[CH2:31][CH:24]([NH:23][C:15]([C:11]1[CH:12]=[CH:13][CH:14]=[C:8]3[O:7][C:6]([C:5]4[S:1][C:2]5[CH2:20][CH2:19][CH2:18][C:3]=5[CH:4]=4)=[N:10][C:9]=13)=[O:17])[CH2:25]2. The catalyst class is: 3. (4) Reactant: [CH3:1][O:2][C:3](=[O:22])[CH2:4][C@@H:5]([CH2:18][CH2:19][CH2:20][CH3:21])[C:6]([N:8]1[CH2:12][CH2:11][CH2:10][C@H:9]1[C:13](C(O)=O)=[O:14])=[O:7].CC[N:25](C(C)C)C(C)C.CN(C([O:39][N:40]1N=NC2C=CC=NC1=2)=[N+](C)C)C.F[P-](F)(F)(F)(F)F.[NH2:56]O.C([O-])(=O)CCC([O-])=O. Product: [OH:39][NH:40][C:3](=[O:2])[CH2:4][C@@H:5]([CH2:18][CH2:19][CH2:20][CH3:21])[C:6]([N:8]1[CH2:12][CH2:11][CH2:10][C@H:9]1[C:13]([NH2:56])=[O:14])=[O:7].[CH3:1][O:2][C:3](=[O:22])[CH2:4][C@@H:5]([CH2:18][CH2:19][CH2:20][CH3:21])[C:6]([N:8]1[CH2:12][CH2:11][CH2:10][C@H:9]1[C:13]([NH2:25])=[O:14])=[O:7]. The catalyst class is: 3. (5) Reactant: Cl[C:2]1[N:7]=[C:6]([C:8]2[O:12][C:11]([NH:13][CH2:14][CH3:15])=[N:10][C:9]=2[C:16]2[CH:21]=[C:20]([O:22][CH3:23])[CH:19]=[C:18]([CH3:24])[CH:17]=2)[CH:5]=[CH:4][N:3]=1.[C:25]([N:28]1[CH2:33][CH2:32][N:31]([C:34]2[N:39]=[CH:38][C:37]([NH2:40])=[CH:36][CH:35]=2)[CH2:30][CH2:29]1)(=[O:27])[CH3:26]. Product: [C:25]([N:28]1[CH2:29][CH2:30][N:31]([C:34]2[N:39]=[CH:38][C:37]([NH:40][C:2]3[N:7]=[C:6]([C:8]4[O:12][C:11]([NH:13][CH2:14][CH3:15])=[N:10][C:9]=4[C:16]4[CH:21]=[C:20]([O:22][CH3:23])[CH:19]=[C:18]([CH3:24])[CH:17]=4)[CH:5]=[CH:4][N:3]=3)=[CH:36][CH:35]=2)[CH2:32][CH2:33]1)(=[O:27])[CH3:26]. The catalyst class is: 295. (6) Reactant: [NH2:1][C:2]1[C:7]([C:8]([C:10]2[C:15]([O:16][CH3:17])=[CH:14][CH:13]=[C:12]([F:18])[C:11]=2[F:19])=[O:9])=[CH:6][N:5]=[C:4]([NH:20][CH:21]2[CH2:24][NH:23][CH2:22]2)[N:3]=1.C(N(CC)CC)C.[CH3:32][S:33](O[S:33]([CH3:32])(=[O:35])=[O:34])(=[O:35])=[O:34]. Product: [NH2:1][C:2]1[C:7]([C:8]([C:10]2[C:15]([O:16][CH3:17])=[CH:14][CH:13]=[C:12]([F:18])[C:11]=2[F:19])=[O:9])=[CH:6][N:5]=[C:4]([NH:20][CH:21]2[CH2:24][N:23]([S:33]([CH3:32])(=[O:35])=[O:34])[CH2:22]2)[N:3]=1. The catalyst class is: 7. (7) Reactant: FC(F)(F)S(O[CH2:7][C:8]([F:11])([F:10])[F:9])(=O)=O.[CH3:14][O:15][C:16]1[CH:17]=[C:18]([C:24]2[N:29]=[C:28]([O:30][C@@H:31]([C@H:33]3[CH2:37][NH:36][C:35](=[O:38])[CH2:34]3)[CH3:32])[C:27]3[NH:39][CH:40]=[N:41][C:26]=3[CH:25]=2)[CH:19]=[CH:20][C:21]=1[O:22][CH3:23].C(=O)([O-])[O-].[Cs+].[Cs+]. The catalyst class is: 39. Product: [CH3:14][O:15][C:16]1[CH:17]=[C:18]([C:24]2[N:29]=[C:28]([O:30][C@@H:31]([C@H:33]3[CH2:37][NH:36][C:35](=[O:38])[CH2:34]3)[CH3:32])[C:27]3[N:39]([CH2:7][C:8]([F:11])([F:10])[F:9])[CH:40]=[N:41][C:26]=3[CH:25]=2)[CH:19]=[CH:20][C:21]=1[O:22][CH3:23].[CH3:14][O:15][C:16]1[CH:17]=[C:18]([C:24]2[N:29]=[C:28]([O:30][C@@H:31]([C@H:33]3[CH2:37][NH:36][C:35](=[O:38])[CH2:34]3)[CH3:32])[C:27]3[N:39]=[CH:40][N:41]([CH2:7][C:8]([F:11])([F:10])[F:9])[C:26]=3[CH:25]=2)[CH:19]=[CH:20][C:21]=1[O:22][CH3:23]. (8) The catalyst class is: 26. Reactant: [CH2:1]([C@@:5]1([CH2:28][CH3:29])[NH:11][C@H:10]([C:12]2[CH:17]=[CH:16][CH:15]=[CH:14][CH:13]=2)[C:9]2[CH:18]=[C:19]([O:24][CH3:25])[C:20]([CH:22]=O)=[CH:21][C:8]=2[S:7](=[O:27])(=[O:26])[CH2:6]1)[CH2:2][CH2:3][CH3:4].[NH2:30][CH2:31][C:32]([O:34][C:35]([CH3:38])([CH3:37])[CH3:36])=[O:33].C(O)(=O)C.C(=O)([O-])[O-].[Na+].[Na+]. Product: [CH2:1]([C@@:5]1([CH2:28][CH3:29])[NH:11][C@H:10]([C:12]2[CH:17]=[CH:16][CH:15]=[CH:14][CH:13]=2)[C:9]2[CH:18]=[C:19]([O:24][CH3:25])[C:20]([CH2:22][NH:30][CH2:31][C:32]([O:34][C:35]([CH3:38])([CH3:37])[CH3:36])=[O:33])=[CH:21][C:8]=2[S:7](=[O:26])(=[O:27])[CH2:6]1)[CH2:2][CH2:3][CH3:4].